This data is from Full USPTO retrosynthesis dataset with 1.9M reactions from patents (1976-2016). The task is: Predict the reactants needed to synthesize the given product. (1) Given the product [OH:27][NH:28][C:18](=[NH:19])[CH2:17][O:16][C:15]1[CH:14]=[CH:13][C:12]([C:10](=[N:9][O:8][CH2:7][C:6]2[CH:22]=[CH:23][C:3]([C:2]([F:24])([F:25])[F:1])=[CH:4][CH:5]=2)[CH3:11])=[CH:21][CH:20]=1, predict the reactants needed to synthesize it. The reactants are: [F:1][C:2]([F:25])([F:24])[C:3]1[CH:23]=[CH:22][C:6]([CH2:7][O:8][N:9]=[C:10]([C:12]2[CH:21]=[CH:20][C:15]([O:16][CH2:17][C:18]#[N:19])=[CH:14][CH:13]=2)[CH3:11])=[CH:5][CH:4]=1.Cl.[OH:27][NH2:28].C(=O)([O-])[O-].[K+].[K+]. (2) Given the product [Cl:15][CH2:11][C:3]1[N:2]=[CH:1][C:10]2[C:5]([CH:4]=1)=[CH:6][CH:7]=[CH:8][CH:9]=2, predict the reactants needed to synthesize it. The reactants are: [CH:1]1[C:10]2[C:5](=[CH:6][CH:7]=[CH:8][CH:9]=2)[CH:4]=[C:3]([CH2:11]O)[N:2]=1.S(Cl)([Cl:15])=O. (3) Given the product [CH3:1][N:2]1[C@@H:19]2[CH2:20][C:7]3[CH:8]=[CH:9][C:10]([O:22][CH3:23])=[C:11]4[O:12][C@H:13]5[C:14]([CH2:16][CH2:17][C@:18]2([OH:21])[C@:5]5([C:6]=34)[CH2:4][CH2:3]1)=[O:15].[ClH:48], predict the reactants needed to synthesize it. The reactants are: [CH3:1][N:2]1[C@@H:19]2[CH2:20][C:7]3[CH:8]=[CH:9][C:10]([O:22][CH3:23])=[C:11]4[O:12][C@H:13]5[C:14]([CH2:16][CH2:17][C@:18]2([OH:21])[C@:5]5([C:6]=34)[CH2:4][CH2:3]1)=[O:15].CN1[C@@H]2CC3C=CC(OC)=C4OC5C(C=C[C@]2(O)[C@]5(C=34)CC1)=O.O.[ClH:48]. (4) The reactants are: [CH3:1][O:2][C:3]1[CH:4]=[N:5][C:6]([N:11]2[C:20](=[O:21])[C:19]3[C:14](=[CH:15][C:16]([C:22]([OH:24])=O)=[CH:17][CH:18]=3)[NH:13][C:12]2=[S:25])=[N:7][C:8]=1[O:9][CH3:10].[Cl:26][C:27]1[CH:28]=[C:29]([CH:32]=[CH:33][CH:34]=1)[CH2:30][NH2:31].CCN(C(C)C)C(C)C.CN(C(ON1N=NC2C=CC=NC1=2)=[N+](C)C)C.F[P-](F)(F)(F)(F)F. Given the product [Cl:26][C:27]1[CH:28]=[C:29]([CH:32]=[CH:33][CH:34]=1)[CH2:30][NH:31][C:22]([C:16]1[CH:15]=[C:14]2[C:19]([C:20](=[O:21])[N:11]([C:6]3[N:5]=[CH:4][C:3]([O:2][CH3:1])=[C:8]([O:9][CH3:10])[N:7]=3)[C:12](=[S:25])[NH:13]2)=[CH:18][CH:17]=1)=[O:24], predict the reactants needed to synthesize it. (5) Given the product [F:33][C:30]1[CH:31]=[CH:32][C:27]([CH2:26][C@H:16]([NH:15][C:11]([C:9]2[NH:8][C:5]3=[N:6][CH:7]=[C:2]([Cl:1])[CH:3]=[C:4]3[CH:10]=2)=[O:13])[C:17]([N:19]2[CH2:20][CH2:21][CH:22]([OH:25])[CH2:23][CH2:24]2)=[O:18])=[CH:28][CH:29]=1, predict the reactants needed to synthesize it. The reactants are: [Cl:1][C:2]1[CH:3]=[C:4]2[CH:10]=[C:9]([C:11]([OH:13])=O)[NH:8][C:5]2=[N:6][CH:7]=1.Cl.[NH2:15][C@@H:16]([CH2:26][C:27]1[CH:32]=[CH:31][C:30]([F:33])=[CH:29][CH:28]=1)[C:17]([N:19]1[CH2:24][CH2:23][CH:22]([OH:25])[CH2:21][CH2:20]1)=[O:18].C[N+]1(C2N=C(OC)N=C(OC)N=2)CCOCC1.[Cl-].CN1CCOCC1. (6) Given the product [CH3:1][C:2]1([CH3:20])[C:10]2[C:5](=[CH:6][CH:7]=[CH:8][CH:9]=2)[N:4]([C:11]2[C:16]([NH2:17])=[CH:15][CH:14]=[CH:13][N:12]=2)[CH2:3]1, predict the reactants needed to synthesize it. The reactants are: [CH3:1][C:2]1([CH3:20])[C:10]2[C:5](=[CH:6][CH:7]=[CH:8][CH:9]=2)[N:4]([C:11]2[C:16]([N+:17]([O-])=O)=[CH:15][CH:14]=[CH:13][N:12]=2)[CH2:3]1.